From a dataset of Peptide-MHC class II binding affinity with 134,281 pairs from IEDB. Regression. Given a peptide amino acid sequence and an MHC pseudo amino acid sequence, predict their binding affinity value. This is MHC class II binding data. The peptide sequence is TARLNSLGEAWTGGG. The MHC is HLA-DQA10401-DQB10402 with pseudo-sequence HLA-DQA10401-DQB10402. The binding affinity (normalized) is 0.310.